From a dataset of Experimentally validated miRNA-target interactions with 360,000+ pairs, plus equal number of negative samples. Binary Classification. Given a miRNA mature sequence and a target amino acid sequence, predict their likelihood of interaction. (1) The protein sequence of the target gene is MASAGGEDCESPAPEADRPHQRPFLIGVSGGTASGKSTVCEKIMELLGQNEVEQRQRKVVILSQDRFYKVLTAEQKAKALKGQYNFDHPDAFDNDLMHRTLKNIVEGKTVEVPTYDFVTHSRLPETTVVYPADVVLFEGILVFYSQEIRDMFHLRLFVDTDSDVRLSRRVLRDVRRGRDLEQILTQYTTFVKPAFEEFCLPTKKYADVIIPRGVDNMVAINLIVQHIQDILNGDICKWHRGGSNGRSYKRTFSEPGDHPGMLTSGKRSHLESSSRPH. Result: 1 (interaction). The miRNA is hsa-miR-215-5p with sequence AUGACCUAUGAAUUGACAGAC. (2) The miRNA is cel-miR-48-5p with sequence UGAGGUAGGCUCAGUAGAUGCGA. The protein sequence of the target gene is MVFLTAQLWLRNRVTDRYFRIQEVLKHARHFRGRKNRCYRLAVRTVIRAFVKCTKARYLKKKNMRTLWINRITAASQEHGLKYPALIGNLVKCQVELNRKVLADLAIYEPKTFKSLAALASRRRHEGFAAALGDGKEPEGIFSRVVQYH. Result: 0 (no interaction).